This data is from NCI-60 drug combinations with 297,098 pairs across 59 cell lines. The task is: Regression. Given two drug SMILES strings and cell line genomic features, predict the synergy score measuring deviation from expected non-interaction effect. (1) Cell line: NCIH23. Drug 2: B(C(CC(C)C)NC(=O)C(CC1=CC=CC=C1)NC(=O)C2=NC=CN=C2)(O)O. Drug 1: C1=CC(=C2C(=C1NCCNCCO)C(=O)C3=C(C=CC(=C3C2=O)O)O)NCCNCCO. Synergy scores: CSS=51.2, Synergy_ZIP=-5.25, Synergy_Bliss=-5.50, Synergy_Loewe=-1.96, Synergy_HSA=-1.72. (2) Drug 1: CN(C)C1=NC(=NC(=N1)N(C)C)N(C)C. Drug 2: CCC1(CC2CC(C3=C(CCN(C2)C1)C4=CC=CC=C4N3)(C5=C(C=C6C(=C5)C78CCN9C7C(C=CC9)(C(C(C8N6C=O)(C(=O)OC)O)OC(=O)C)CC)OC)C(=O)OC)O.OS(=O)(=O)O. Cell line: EKVX. Synergy scores: CSS=10.0, Synergy_ZIP=2.85, Synergy_Bliss=3.11, Synergy_Loewe=-38.5, Synergy_HSA=0.0946. (3) Drug 1: C1CN(CCN1C(=O)CCBr)C(=O)CCBr. Drug 2: C1C(C(OC1N2C=NC(=NC2=O)N)CO)O. Cell line: U251. Synergy scores: CSS=34.7, Synergy_ZIP=-3.83, Synergy_Bliss=-2.47, Synergy_Loewe=-33.5, Synergy_HSA=-6.63. (4) Drug 1: C1=NC2=C(N=C(N=C2N1C3C(C(C(O3)CO)O)F)Cl)N. Drug 2: C1=NC(=NC(=O)N1C2C(C(C(O2)CO)O)O)N. Cell line: DU-145. Synergy scores: CSS=21.2, Synergy_ZIP=2.02, Synergy_Bliss=13.9, Synergy_Loewe=4.14, Synergy_HSA=6.61. (5) Drug 1: C1=CC(=CC=C1CC(C(=O)O)N)N(CCCl)CCCl.Cl. Cell line: NCI-H226. Synergy scores: CSS=37.2, Synergy_ZIP=-3.46, Synergy_Bliss=-3.16, Synergy_Loewe=-33.2, Synergy_HSA=-2.40. Drug 2: CC1C(C(CC(O1)OC2CC(CC3=C2C(=C4C(=C3O)C(=O)C5=CC=CC=C5C4=O)O)(C(=O)C)O)N)O. (6) Cell line: SN12C. Synergy scores: CSS=24.2, Synergy_ZIP=0.184, Synergy_Bliss=-3.03, Synergy_Loewe=-29.7, Synergy_HSA=-4.12. Drug 2: C1C(C(OC1N2C=C(C(=O)NC2=O)F)CO)O. Drug 1: CN(C)C1=NC(=NC(=N1)N(C)C)N(C)C.